The task is: Predict the product of the given reaction.. This data is from Forward reaction prediction with 1.9M reactions from USPTO patents (1976-2016). (1) Given the reactants C(O)=O.[NH2:4][C:5]1[C:10]([OH:11])=[CH:9][N:8]=[C:7]([C:12]2[C:13]3[CH2:27][CH2:26][CH2:25][C:14]=3[N:15]([CH2:17][C:18]3[CH:23]=[CH:22][CH:21]=[CH:20][C:19]=3[F:24])[N:16]=2)[N:6]=1.C(=O)([O-])[O-].[K+].[K+].Cl.Cl[C:36]1[C:41]([C:42]([O:44][CH2:45][CH3:46])=[O:43])=[CH:40][N:39]=[CH:38][CH:37]=1, predict the reaction product. The product is: [F:24][C:19]1[CH:20]=[CH:21][CH:22]=[CH:23][C:18]=1[CH2:17][N:15]1[C:14]2[CH2:25][CH2:26][CH2:27][C:13]=2[C:12]([C:7]2[N:6]=[C:5]([NH:4][C:36]3[C:41]([C:42]([O:44][CH2:45][CH3:46])=[O:43])=[CH:40][N:39]=[CH:38][CH:37]=3)[C:10]([OH:11])=[CH:9][N:8]=2)=[N:16]1. (2) Given the reactants C(O)C(O)C[O:36][CH2:37][CH:38]([OH:41])[CH2:39][O:40]CC(O)C[O:36][CH2:37][CH:38]([OH:41])[CH2:39][O:40]CC(O)C[O:36][CH2:37][CH:38]([OH:41])[CH2:39][O:40]CC(O)C[O:36][CH2:37][CH:38]([OH:41])[CH2:39][O:40]CC(O)C[O:36][CH2:37][CH:38]([OH:41])[CH2:39][OH:40].[C:52]([OH:59])(=[O:58])[CH2:53][CH2:54][CH2:55][CH2:56][CH3:57].ON1[C:65](=O)[CH2:64][CH2:63][C:62]1=O.[CH3:68]C(N=C=NC(C)C)C.[CH2:77]1[CH2:81]O[CH2:79][CH2:78]1, predict the reaction product. The product is: [CH2:54]([CH:53]([CH2:68][CH2:39][CH2:38][CH3:37])[C:52]([OH:59])=[O:58])[CH2:55][CH2:56][CH2:57][CH2:62][CH2:63][CH2:64][CH2:65][CH2:79][CH2:78][CH2:77][CH3:81].[OH:36][CH2:37][CH:38]([CH2:39][OH:40])[OH:41].[OH:36][CH2:37][CH:38]([CH2:39][OH:40])[OH:41].[OH:36][CH2:37][CH:38]([CH2:39][OH:40])[OH:41].[OH:36][CH2:37][CH:38]([CH2:39][OH:40])[OH:41].[OH:36][CH2:37][CH:38]([CH2:39][OH:40])[OH:41].[OH:36][CH2:37][CH:38]([CH2:39][OH:40])[OH:41].[OH:36][CH2:37][CH:38]([CH2:39][OH:40])[OH:41].[OH:36][CH2:37][CH:38]([CH2:39][OH:40])[OH:41].[OH:36][CH2:37][CH:38]([CH2:39][OH:40])[OH:41].[OH:36][CH2:37][CH:38]([CH2:39][OH:40])[OH:41]. (3) Given the reactants [NH2:1][C:2]1[CH:14]=[CH:13][C:12]2[C:11]3[C:6](=[CH:7][CH:8]=[CH:9][CH:10]=3)[CH2:5][C:4]=2[CH:3]=1.[CH3:15][C:16]([O:19][C:20](O[C:20]([O:19][C:16]([CH3:18])([CH3:17])[CH3:15])=[O:21])=[O:21])([CH3:18])[CH3:17].CCCCCC.C(OCC)(=O)C.OS([O-])(=O)=O.[K+], predict the reaction product. The product is: [C:20]([NH:1][C:2]1[CH:14]=[CH:13][C:12]2[C:11]3[C:6](=[CH:7][CH:8]=[CH:9][CH:10]=3)[CH2:5][C:4]=2[CH:3]=1)([O:19][C:16]([CH3:18])([CH3:17])[CH3:15])=[O:21]. (4) Given the reactants [NH2:1][C:2]1[S:6][C:5]2[CH2:7][CH2:8][CH2:9][C:4]=2[C:3]=1[C:10]([C:12]1[O:13][CH:14]=[CH:15][CH:16]=1)=O.[CH:17]1([C:20](=[O:25])[CH2:21][C:22](=O)[CH3:23])[CH2:19][CH2:18]1, predict the reaction product. The product is: [CH:17]1([C:20]([C:21]2[C:10]([C:12]3[O:13][CH:14]=[CH:15][CH:16]=3)=[C:3]3[C:4]4[CH2:9][CH2:8][CH2:7][C:5]=4[S:6][C:2]3=[N:1][C:22]=2[CH3:23])=[O:25])[CH2:19][CH2:18]1. (5) Given the reactants [NH2:1][C:2]1[CH:3]=[CH:4][C:5]([F:20])=[C:6]([C@:8]2([CH3:19])[CH2:13][C@@H:12]([C:14]([F:17])([F:16])[F:15])[O:11][C:10]([NH2:18])=[N:9]2)[CH:7]=1.[CH2:21]([O:24][C:25]1[N:26]=[CH:27][C:28]([C:31](O)=[O:32])=[N:29][CH:30]=1)[C:22]#[CH:23], predict the reaction product. The product is: [NH2:18][C:10]1[O:11][C@H:12]([C:14]([F:16])([F:17])[F:15])[CH2:13][C@:8]([C:6]2[CH:7]=[C:2]([NH:1][C:31]([C:28]3[CH:27]=[N:26][C:25]([O:24][CH2:21][C:22]#[CH:23])=[CH:30][N:29]=3)=[O:32])[CH:3]=[CH:4][C:5]=2[F:20])([CH3:19])[N:9]=1. (6) Given the reactants [Cl:1][C:2]1[CH:7]=[CH:6][CH:5]=[CH:4][C:3]=1[C:8]1[CH:13]=[CH:12][N:11]=[CH:10][C:9]=1[NH:14][CH3:15].C(N(C(C)C)C(C)C)C.[F:25][C:26]([F:44])([F:43])[C:27]1[CH:28]=[C:29]([C:37]([CH3:42])([CH3:41])[C:38](Cl)=[O:39])[CH:30]=[C:31]([C:33]([F:36])([F:35])[F:34])[CH:32]=1.C(=O)(O)[O-].[Na+], predict the reaction product. The product is: [F:34][C:33]([F:35])([F:36])[C:31]1[CH:30]=[C:29]([C:37]([CH3:41])([CH3:42])[C:38]([N:14]([C:9]2[CH:10]=[N:11][CH:12]=[CH:13][C:8]=2[C:3]2[CH:4]=[CH:5][CH:6]=[CH:7][C:2]=2[Cl:1])[CH3:15])=[O:39])[CH:28]=[C:27]([C:26]([F:43])([F:25])[F:44])[CH:32]=1.